This data is from Reaction yield outcomes from USPTO patents with 853,638 reactions. The task is: Predict the reaction yield, written as a fraction of the theoretical maximum amount of product (1.0 means a 100% yield; for example, 0.34 means a 34% yield). The reactants are [CH:1]1([N:5]2[CH2:11][CH2:10][CH2:9][N:8]([C:12]([N:14]3[CH2:17][CH:16]([C:18]([O:20]C)=O)[CH2:15]3)=[O:13])[CH2:7][CH2:6]2)[CH2:4][CH2:3][CH2:2]1.[CH3:22][NH2:23]. No catalyst specified. The product is [CH:1]1([N:5]2[CH2:11][CH2:10][CH2:9][N:8]([C:12]([N:14]3[CH2:15][CH:16]([C:18]([NH:23][CH3:22])=[O:20])[CH2:17]3)=[O:13])[CH2:7][CH2:6]2)[CH2:2][CH2:3][CH2:4]1. The yield is 0.610.